This data is from Forward reaction prediction with 1.9M reactions from USPTO patents (1976-2016). The task is: Predict the product of the given reaction. (1) Given the reactants [C:1]([S:14]([N:17]([CH2:21][CH2:22][CH2:23][CH2:24][CH2:25][C:26]([O:28]CC)=[O:27])[CH2:18][CH2:19][CH3:20])(=[O:16])=[O:15])([C:4]([C:7]([C:10]([F:13])([F:12])[F:11])([F:9])[F:8])([F:6])[F:5])([F:3])[F:2].[OH-].[K+:32].C(O)(C)C, predict the reaction product. The product is: [C:1]([S:14]([N:17]([CH2:21][CH2:22][CH2:23][CH2:24][CH2:25][C:26]([O:28][K:32])=[O:27])[CH2:18][CH2:19][CH3:20])(=[O:16])=[O:15])([C:4]([C:7]([C:10]([F:13])([F:12])[F:11])([F:9])[F:8])([F:6])[F:5])([F:3])[F:2]. (2) The product is: [CH2:43]([N:50]1[CH2:55][CH2:54][CH:53]([NH:56][C:35]([NH:20][C:19]2[CH:21]=[CH:22][C:16]([O:15][C:6]3[C:5]4[C:10](=[CH:11][C:12]([O:13][CH3:14])=[C:3]([O:2][CH3:1])[CH:4]=4)[N:9]=[CH:8][CH:7]=3)=[CH:17][C:18]=2[CH3:23])=[O:41])[CH2:52][CH2:51]1)[C:44]1[CH:45]=[CH:46][CH:47]=[CH:48][CH:49]=1. Given the reactants [CH3:1][O:2][C:3]1[CH:4]=[C:5]2[C:10](=[CH:11][C:12]=1[O:13][CH3:14])[N:9]=[CH:8][CH:7]=[C:6]2[O:15][C:16]1[CH:22]=[CH:21][C:19]([NH2:20])=[C:18]([CH3:23])[CH:17]=1.C(N(CC)CC)C.ClC(Cl)(O[C:35](=[O:41])OC(Cl)(Cl)Cl)Cl.[CH2:43]([N:50]1[CH2:55][CH2:54][CH:53]([NH2:56])[CH2:52][CH2:51]1)[C:44]1[CH:49]=[CH:48][CH:47]=[CH:46][CH:45]=1, predict the reaction product. (3) Given the reactants [Cl:1][C:2]1[CH:7]=[CH:6][C:5]([CH2:8][CH2:9][CH2:10][C:11]([OH:13])=O)=[CH:4][CH:3]=1.O.O[N:16]1C2C=CC=CC=2N=N1.Cl.C(N=C=NCCCN(C)C)C.N.CO, predict the reaction product. The product is: [Cl:1][C:2]1[CH:7]=[CH:6][C:5]([CH2:8][CH2:9][CH2:10][C:11]([NH2:16])=[O:13])=[CH:4][CH:3]=1. (4) Given the reactants [N+:1]([C:4]1[CH:12]=[CH:11][C:7]([C:8]([OH:10])=O)=[CH:6][CH:5]=1)([O-:3])=[O:2].[N:13]1([CH2:19][CH2:20][OH:21])[CH2:18][CH2:17][NH:16][CH2:15][CH2:14]1, predict the reaction product. The product is: [OH:21][CH2:20][CH2:19][N:13]1[CH2:18][CH2:17][N:16]([C:8]([C:7]2[CH:6]=[CH:5][C:4]([N+:1]([O-:3])=[O:2])=[CH:12][CH:11]=2)=[O:10])[CH2:15][CH2:14]1. (5) The product is: [C:14]([C:8]1[CH:9]=[C:10]([Br:13])[CH:11]=[CH:12][C:7]=1[O:6][CH2:5][C:4]([OH:17])=[O:3])(=[O:16])[CH3:15]. Given the reactants C([O:3][C:4](=[O:17])[CH2:5][O:6][C:7]1[CH:12]=[CH:11][C:10]([Br:13])=[CH:9][C:8]=1[C:14](=[O:16])[CH3:15])C.[OH-].[Na+].Cl.C(OCC)(=O)C, predict the reaction product. (6) Given the reactants [NH2:1][C:2]1[CH:31]=[CH:30][C:5]([CH2:6][C:7]2[NH:15][C:14]3[C:13](=[O:16])[N:12]([CH2:17][C:18]4[CH:23]=[CH:22][CH:21]=[CH:20][C:19]=4[F:24])[C:11](=[O:25])[N:10]([CH2:26][CH:27]4[CH2:29][CH2:28]4)[C:9]=3[N:8]=2)=[CH:4][CH:3]=1.[N:32]1[C:41]2[C:36](=[CH:37][CH:38]=[CH:39][C:40]=2[S:42](Cl)(=[O:44])=[O:43])[CH:35]=[CH:34][CH:33]=1, predict the reaction product. The product is: [CH:27]1([CH2:26][N:10]2[C:9]3[N:8]=[C:7]([CH2:6][C:5]4[CH:4]=[CH:3][C:2]([NH:1][S:42]([C:40]5[CH:39]=[CH:38][CH:37]=[C:36]6[C:41]=5[N:32]=[CH:33][CH:34]=[CH:35]6)(=[O:43])=[O:44])=[CH:31][CH:30]=4)[NH:15][C:14]=3[C:13](=[O:16])[N:12]([CH2:17][C:18]3[CH:23]=[CH:22][CH:21]=[CH:20][C:19]=3[F:24])[C:11]2=[O:25])[CH2:28][CH2:29]1. (7) Given the reactants [O:1]=[C:2]1[N:6]([C:7]([O:9][C:10]([CH3:13])([CH3:12])[CH3:11])=[O:8])[C@H:5]([C:14]([O:16][CH2:17][C:18]2[CH:23]=[CH:22][CH:21]=[CH:20][CH:19]=2)=[O:15])[CH2:4][CH2:3]1.[Li+].[B-](CC)(CC)CC.C(=O)([O-])O.[Na+], predict the reaction product. The product is: [OH:1][CH:2]1[N:6]([C:7]([O:9][C:10]([CH3:12])([CH3:13])[CH3:11])=[O:8])[C@H:5]([C:14]([O:16][CH2:17][C:18]2[CH:19]=[CH:20][CH:21]=[CH:22][CH:23]=2)=[O:15])[CH2:4][CH2:3]1.